Dataset: Full USPTO retrosynthesis dataset with 1.9M reactions from patents (1976-2016). Task: Predict the reactants needed to synthesize the given product. (1) Given the product [F:15][C:14]([F:17])([F:16])[C:11]1[N:10]=[CH:9][C:8]([C:6]2[N:5]=[CH:4][N:3]=[C:2]([C:18]#[N:20])[CH:7]=2)=[CH:13][CH:12]=1, predict the reactants needed to synthesize it. The reactants are: Cl[C:2]1[CH:7]=[C:6]([C:8]2[CH:9]=[N:10][C:11]([C:14]([F:17])([F:16])[F:15])=[CH:12][CH:13]=2)[N:5]=[CH:4][N:3]=1.[CH2:18]([N:20](CC)CC)C. (2) Given the product [O:1]1[CH2:5][CH2:4][O:3][C:2]21[C@H:10]1[CH2:11][CH:12]([OH:14])[CH2:13][C@@H:6]2[CH2:7][O:8][CH2:9]1, predict the reactants needed to synthesize it. The reactants are: [O:1]1[CH2:5][CH2:4][O:3][C:2]21[C@H:10]1[CH2:11][C:12](=[O:14])[CH2:13][C@@H:6]2[CH2:7][O:8][CH2:9]1.[BH4-].[Na+].[NH4+].[Cl-]. (3) The reactants are: [Br:1][C:2]1[CH:3]=[CH:4][C:5]2[S:9][C:8]([CH2:10][CH2:11][OH:12])=[N:7][C:6]=2[CH:13]=1.CCN(CC)CC.[S:21](Cl)([CH3:24])(=[O:23])=[O:22]. Given the product [Br:1][C:2]1[CH:3]=[CH:4][C:5]2[S:9][C:8]([CH2:10][CH2:11][O:12][S:21]([CH3:24])(=[O:23])=[O:22])=[N:7][C:6]=2[CH:13]=1, predict the reactants needed to synthesize it. (4) Given the product [Cl:23][C:12]1[CH:13]=[C:14]([C:15]2[CH:20]=[CH:19][C:18]([S:21][CH3:22])=[CH:17][CH:16]=2)[C:9]([OH:8])=[N:10][CH:11]=1, predict the reactants needed to synthesize it. The reactants are: C([O:8][C:9]1[C:14]([C:15]2[CH:20]=[CH:19][C:18]([S:21][CH3:22])=[CH:17][CH:16]=2)=[CH:13][C:12]([Cl:23])=[CH:11][N:10]=1)C1C=CC=CC=1.CSC1C=CC(B(O)O)=CC=1.C(=O)([O-])[O-].[Na+].[Na+]. (5) The reactants are: Br[C:2]1[N:3]=[C:4]2[C:10]([C:11]([C:13]3([CH3:19])[CH2:18][CH2:17][CH2:16][CH2:15][CH2:14]3)=[O:12])=[CH:9][NH:8][C:5]2=[N:6][CH:7]=1.[C:20]([O:24][C:25]([N:27]1[CH2:32][CH2:31][N:30]([C:33]2[CH:38]=[CH:37][C:36](B3OC(C)(C)C(C)(C)O3)=[CH:35][CH:34]=2)[CH2:29][CH2:28]1)=[O:26])([CH3:23])([CH3:22])[CH3:21]. Given the product [C:20]([O:24][C:25]([N:27]1[CH2:32][CH2:31][N:30]([C:33]2[CH:38]=[CH:37][C:36]([C:2]3[N:3]=[C:4]4[C:10]([C:11]([C:13]5([CH3:19])[CH2:18][CH2:17][CH2:16][CH2:15][CH2:14]5)=[O:12])=[CH:9][NH:8][C:5]4=[N:6][CH:7]=3)=[CH:35][CH:34]=2)[CH2:29][CH2:28]1)=[O:26])([CH3:23])([CH3:21])[CH3:22], predict the reactants needed to synthesize it. (6) Given the product [Br:12][C:7]1[CH:6]=[C:3]2[C:2](=[C:9]([O:10][CH3:11])[CH:8]=1)[NH:1][C:14](=[O:15])[N:13]=[CH:4]2, predict the reactants needed to synthesize it. The reactants are: [NH2:1][C:2]1[C:9]([O:10][CH3:11])=[CH:8][C:7]([Br:12])=[CH:6][C:3]=1[CH:4]=O.[NH2:13][C:14](N)=[O:15]. (7) The reactants are: [CH:1]1CCCCC=1.[CH3:7][O:8][C:9]([C:11]1[C:20]2[C:15](=[CH:16][CH:17]=[CH:18][CH:19]=2)[CH:14]=[CH:13][C:12]=1C#C[Si](C)(C)C)=[O:10].[C:27]([O-:30])(O)=[O:28].[Na+].OO. Given the product [CH3:7][O:8][C:9]([C:11]1[C:20]2[C:15](=[CH:16][C:17]([CH2:1][C:27]([OH:30])=[O:28])=[CH:18][CH:19]=2)[CH:14]=[CH:13][CH:12]=1)=[O:10], predict the reactants needed to synthesize it.